Dataset: Forward reaction prediction with 1.9M reactions from USPTO patents (1976-2016). Task: Predict the product of the given reaction. (1) Given the reactants [OH:1][C:2]1[CH:7]=[CH:6][C:5]([C:8](=[C:18]2[CH2:23][C:22]([CH3:25])([CH3:24])[CH2:21][C:20]([CH3:27])([CH3:26])[CH2:19]2)[C:9]2[CH:17]=[CH:16][C:12]([C:13](O)=[O:14])=[CH:11][CH:10]=2)=[CH:4][CH:3]=1.CC[N:30](CC)CC.ClC(OCC)=O.[NH4+].[OH-].[NH4+].[Cl-], predict the reaction product. The product is: [OH:1][C:2]1[CH:7]=[CH:6][C:5]([C:8](=[C:18]2[CH2:23][C:22]([CH3:25])([CH3:24])[CH2:21][C:20]([CH3:27])([CH3:26])[CH2:19]2)[C:9]2[CH:17]=[CH:16][C:12]([C:13]([NH2:30])=[O:14])=[CH:11][CH:10]=2)=[CH:4][CH:3]=1. (2) The product is: [Cl:7][C:8]1[CH:9]=[C:10]([CH:11]=[C:12]([Cl:14])[CH:13]=1)[O:15][CH2:17][C:18](=[O:21])[CH2:19][CH3:20]. Given the reactants C(=O)([O-])[O-].[Cs+].[Cs+].[Cl:7][C:8]1[CH:9]=[C:10]([OH:15])[CH:11]=[C:12]([Cl:14])[CH:13]=1.Br[CH2:17][C:18](=[O:21])[CH2:19][CH3:20].O, predict the reaction product. (3) Given the reactants [Br:1][C:2]1[CH:3]=[C:4]([CH:8]=[C:9]([N+:11]([O-:13])=[O:12])[CH:10]=1)[C:5]([OH:7])=[O:6].[C:14](=O)([O-])[O-].[K+].[K+].CI, predict the reaction product. The product is: [Br:1][C:2]1[CH:3]=[C:4]([CH:8]=[C:9]([N+:11]([O-:13])=[O:12])[CH:10]=1)[C:5]([O:7][CH3:14])=[O:6]. (4) Given the reactants [F:1][C:2]([F:29])([F:28])[C:3]([N:5]1[CH:10]2[CH2:11][CH2:12][CH:6]1[CH2:7][C:8](=[C:13]1[C:26]3[CH:25]=[CH:24][CH:23]=[C:22]([OH:27])[C:21]=3[O:20][C:19]3[C:14]1=[CH:15][CH:16]=[CH:17][CH:18]=3)[CH2:9]2)=[O:4].[F:30][C:31]([F:44])([F:43])[S:32](O[S:32]([C:31]([F:44])([F:43])[F:30])(=[O:34])=[O:33])(=[O:34])=[O:33].C(N(CC)CC)C, predict the reaction product. The product is: [F:29][C:2]([F:1])([F:28])[C:3]([N:5]1[CH:10]2[CH2:11][CH2:12][CH:6]1[CH2:7][C:8](=[C:13]1[C:26]3[CH:25]=[CH:24][CH:23]=[C:22]([O:27][S:32]([C:31]([F:44])([F:43])[F:30])(=[O:34])=[O:33])[C:21]=3[O:20][C:19]3[C:14]1=[CH:15][CH:16]=[CH:17][CH:18]=3)[CH2:9]2)=[O:4]. (5) Given the reactants [CH3:1][C:2]1[CH2:3][C:4]2[C:5]([C:20]3[CH:25]=[CH:24][CH:23]=[CH:22][CH:21]=3)=[C:6]3[C:10](=[C:11]([C:14]4[CH:19]=[CH:18][CH:17]=[CH:16][CH:15]=4)[C:12]=2[CH:13]=1)[CH2:9][CH2:8][CH2:7]3.C([Li])CCC.Cl[Si:32]([CH:35]1[C:43]2[C:38](=[C:39]([C:44]3[CH:49]=[CH:48][C:47]([C:50]([CH3:53])([CH3:52])[CH3:51])=[CH:46][CH:45]=3)[CH:40]=[CH:41][CH:42]=2)[CH:37]=[C:36]1[CH:54]([CH3:56])[CH3:55])([CH3:34])[CH3:33].[Cl-].[NH4+], predict the reaction product. The product is: [CH3:33][Si:32]([CH3:34])([CH:7]1[C:6]2[C:10](=[C:11]([C:14]3[CH:15]=[CH:16][CH:17]=[CH:18][CH:19]=3)[C:12]3[CH2:13][C:2]([CH3:1])=[CH:3][C:4]=3[C:5]=2[C:20]2[CH:21]=[CH:22][CH:23]=[CH:24][CH:25]=2)[CH2:9][CH2:8]1)[CH:35]1[C:43]2[C:38](=[C:39]([C:44]3[CH:45]=[CH:46][C:47]([C:50]([CH3:51])([CH3:52])[CH3:53])=[CH:48][CH:49]=3)[CH:40]=[CH:41][CH:42]=2)[CH:37]=[C:36]1[CH:54]([CH3:55])[CH3:56]. (6) Given the reactants C(N(CC)CC)C.[S:8](Cl)([CH3:11])(=[O:10])=[O:9].[CH:13]([N:26]1[CH2:29][CH:28]([OH:30])[CH2:27]1)([C:20]1[CH:25]=[CH:24][CH:23]=[CH:22][CH:21]=1)[C:14]1[CH:19]=[CH:18][CH:17]=[CH:16][CH:15]=1.O, predict the reaction product. The product is: [CH3:11][S:8]([O:30][CH:28]1[CH2:29][N:26]([CH:13]([C:14]2[CH:19]=[CH:18][CH:17]=[CH:16][CH:15]=2)[C:20]2[CH:25]=[CH:24][CH:23]=[CH:22][CH:21]=2)[CH2:27]1)(=[O:10])=[O:9]. (7) Given the reactants [NH2:1][C:2]1[CH:3]=[CH:4][C:5]([C:15]([CH3:19])([CH3:18])[C:16]#[N:17])=[C:6]([C:8]2[CH:13]=[CH:12][C:11]([Cl:14])=[CH:10][CH:9]=2)[CH:7]=1.[CH3:20][O:21][C:22]1[CH:23]=[C:24]([CH:28]=[CH:29][C:30]=1[O:31][CH3:32])[C:25](Cl)=[O:26].C(N(CC)CC)C, predict the reaction product. The product is: [Cl:14][C:11]1[CH:12]=[CH:13][C:8]([C:6]2[C:5]([C:15]([C:16]#[N:17])([CH3:19])[CH3:18])=[CH:4][CH:3]=[C:2]([NH:1][C:25](=[O:26])[C:24]3[CH:28]=[CH:29][C:30]([O:31][CH3:32])=[C:22]([O:21][CH3:20])[CH:23]=3)[CH:7]=2)=[CH:9][CH:10]=1. (8) The product is: [C:30]([N:34]1[CH2:39][CH2:38][N:37]([CH2:18][C:13]2[N:14]([CH3:17])[C:15]3[C:11]([N:12]=2)=[C:10]([N:20]2[CH2:21][CH2:22][O:23][CH2:24][CH2:25]2)[N:9]=[C:8]([N:7]2[C:6]4[CH:26]=[CH:27][CH:28]=[CH:29][C:5]=4[N:4]=[C:3]2[CH2:1][CH3:2])[N:16]=3)[CH2:36][C:35]1=[O:40])([CH3:33])([CH3:31])[CH3:32]. Given the reactants [CH2:1]([C:3]1[N:7]([C:8]2[N:16]=[C:15]3[C:11]([N:12]=[C:13]([CH:18]=O)[N:14]3[CH3:17])=[C:10]([N:20]3[CH2:25][CH2:24][O:23][CH2:22][CH2:21]3)[N:9]=2)[C:6]2[CH:26]=[CH:27][CH:28]=[CH:29][C:5]=2[N:4]=1)[CH3:2].[C:30]([N:34]1[CH2:39][CH2:38][NH:37][CH2:36][C:35]1=[O:40])([CH3:33])([CH3:32])[CH3:31].C(O[BH-](OC(=O)C)OC(=O)C)(=O)C.[Na+], predict the reaction product. (9) Given the reactants [Cl:1][C:2]1[CH:7]=[CH:6][C:5]([C:8]2[CH:13]=[CH:12][CH:11]=[CH:10][CH:9]=2)=[CH:4][CH:3]=1.[CH:14]1([C:20](Cl)=[O:21])[CH2:19][CH2:18][CH2:17][CH2:16][CH2:15]1.[N+](C)([O-])=O.[Cl-].[Al+3].[Cl-].[Cl-], predict the reaction product. The product is: [Cl:1][C:2]1[CH:3]=[CH:4][C:5]([C:8]2[CH:13]=[CH:12][C:11]([C:20]([CH:14]3[CH2:19][CH2:18][CH2:17][CH2:16][CH2:15]3)=[O:21])=[CH:10][CH:9]=2)=[CH:6][CH:7]=1.